This data is from Forward reaction prediction with 1.9M reactions from USPTO patents (1976-2016). The task is: Predict the product of the given reaction. (1) Given the reactants Br[C:2]1[CH:3]=[N:4][CH:5]=[C:6]2[C:11]=1[N:10]=[C:9]([C:12]([NH2:14])=[O:13])[CH:8]=[CH:7]2.[Cl:15][C:16]1[N:21]=[CH:20][C:19](B(O)O)=[CH:18][CH:17]=1, predict the reaction product. The product is: [Cl:15][C:16]1[N:21]=[CH:20][C:19]([C:2]2[CH:3]=[N:4][CH:5]=[C:6]3[C:11]=2[N:10]=[C:9]([C:12]([NH2:14])=[O:13])[CH:8]=[CH:7]3)=[CH:18][CH:17]=1. (2) Given the reactants [Cl:1][C:2]1[N:7]=[CH:6][C:5]([NH2:8])=[C:4]([NH:9][CH3:10])[CH:3]=1.[NH:11]1[CH:15]=[C:14]([C:16](O)=O)[CH:13]=[N:12]1, predict the reaction product. The product is: [Cl:1][C:2]1[N:7]=[CH:6][C:5]2[N:8]=[C:16]([C:14]3[CH:13]=[N:12][NH:11][CH:15]=3)[N:9]([CH3:10])[C:4]=2[CH:3]=1.